From a dataset of Reaction yield outcomes from USPTO patents with 853,638 reactions. Predict the reaction yield, written as a fraction of the theoretical maximum amount of product (1.0 means a 100% yield; for example, 0.34 means a 34% yield). (1) The reactants are I[CH3:2].[Br:3][C:4]1[CH:5]=[CH:6][C:7]2[C:8]3[C:9](=[C:14]([C:17]4[O:21][N:20]=[C:19]([C:22]5[CH:27]=[CH:26][CH:25]=[CH:24][CH:23]=5)[C:18]=4[C:28]([F:31])([F:30])[F:29])[O:15][N:16]=3)[CH2:10][NH:11][C:12]=2[CH:13]=1.[H-].[Na+]. The catalyst is C1COCC1. The product is [Br:3][C:4]1[CH:5]=[CH:6][C:7]2[C:8]3[C:9](=[C:14]([C:17]4[O:21][N:20]=[C:19]([C:22]5[CH:27]=[CH:26][CH:25]=[CH:24][CH:23]=5)[C:18]=4[C:28]([F:31])([F:29])[F:30])[O:15][N:16]=3)[CH2:10][N:11]([CH3:2])[C:12]=2[CH:13]=1. The yield is 0.780. (2) The reactants are [OH:1][C:2]1[CH:3]=[C:4]([O:9][S:10]([C:13]2[CH:18]=[CH:17][CH:16]=[C:15]([Cl:19])[C:14]=2[Cl:20])(=[O:12])=[O:11])[CH:5]=[C:6]([CH3:8])[CH:7]=1.[O:21]([C:26]([N:28]1[CH2:33][CH2:32][CH:31]([CH2:34]O)[CH2:30][CH2:29]1)=[O:27])[C:22]([CH3:25])([CH3:24])[CH3:23].C1(P(C2C=CC=CC=2)C2C=CC=CC=2)C=CC=CC=1. The catalyst is O1CCCC1. The product is [C:22]([O:21][C:26]([N:28]1[CH2:33][CH2:32][CH:31]([CH2:34][O:1][C:2]2[CH:3]=[C:4]([O:9][S:10]([C:13]3[CH:18]=[CH:17][CH:16]=[C:15]([Cl:19])[C:14]=3[Cl:20])(=[O:12])=[O:11])[CH:5]=[C:6]([CH3:8])[CH:7]=2)[CH2:30][CH2:29]1)=[O:27])([CH3:25])([CH3:23])[CH3:24]. The yield is 0.880. (3) The reactants are Cl[CH2:2][C:3]1[C:12]2[C:7](=[C:8]([F:15])[C:9]([OH:14])=[C:10]([F:13])[CH:11]=2)[O:6][C:5](=[O:16])[CH:4]=1.[N-:17]=[N+:18]=[N-:19].[Na+]. The catalyst is CN(C=O)C. The product is [N:17]([CH2:2][C:3]1[C:12]2[C:7](=[C:8]([F:15])[C:9]([OH:14])=[C:10]([F:13])[CH:11]=2)[O:6][C:5](=[O:16])[CH:4]=1)=[N+:18]=[N-:19]. The yield is 0.520. (4) The product is [O:2]1[C:6]2[CH:7]=[CH:8][C:9]([C:11]3[CH:16]=[CH:15][C:14]([N:17]4[C:21]([CH2:22][C@@H:23]5[CH2:27][CH2:26][N:25]([C:38](=[O:41])[CH2:39][CH3:40])[CH2:24]5)=[N:20][NH:19][C:18]4=[O:28])=[CH:13][CH:12]=3)=[CH:10][C:5]=2[CH:4]=[CH:3]1. The reactants are Cl.[O:2]1[C:6]2[CH:7]=[CH:8][C:9]([C:11]3[CH:16]=[CH:15][C:14]([N:17]4[C:21]([CH2:22][C@@H:23]5[CH2:27][CH2:26][NH:25][CH2:24]5)=[N:20][NH:19][C:18]4=[O:28])=[CH:13][CH:12]=3)=[CH:10][C:5]=2[CH:4]=[CH:3]1.C(N(CC)C(C)C)(C)C.[C:38](Cl)(=[O:41])[CH2:39][CH3:40]. The yield is 0.610. The catalyst is ClCCl. (5) The reactants are [F:1][C:2]1[CH:7]=[C:6]([F:8])[CH:5]=[CH:4][C:3]=1[OH:9].C(N(CC)CC)C.Cl[C:18]([O:20][CH2:21][CH3:22])=[O:19].C([O-])(O)=O.[Na+]. The catalyst is C(Cl)Cl. The product is [C:18](=[O:19])([O:20][CH2:21][CH3:22])[O:9][C:3]1[CH:4]=[CH:5][C:6]([F:8])=[CH:7][C:2]=1[F:1]. The yield is 1.00. (6) The reactants are [CH:1]([C:3]1[CH:10]=[CH:9][C:6]([CH2:7][Cl:8])=[CH:5][CH:4]=1)=[CH2:2].[CH2:11]([P:15]([CH2:20][CH2:21][CH2:22][CH3:23])[CH2:16][CH2:17][CH2:18][CH3:19])[CH2:12][CH2:13][CH3:14]. The catalyst is CC#N. The product is [Cl-:8].[CH2:20]([P+:15]([CH2:11][CH2:12][CH2:13][CH3:14])([CH2:16][CH2:17][CH2:18][CH3:19])[CH2:7][C:6]1[CH:9]=[CH:10][C:3]([CH:1]=[CH2:2])=[CH:4][CH:5]=1)[CH2:21][CH2:22][CH3:23]. The yield is 0.980. (7) The reactants are [CH:1]([C:3]1[CH:11]=[CH:10][C:6]([C:7]([OH:9])=O)=[CH:5][CH:4]=1)=[O:2].C(N(CC)CC)C.ON1C2C=CC=CC=2N=N1.Cl.C(N=C=NCCCN(C)C)C.[CH3:41][CH:42]([CH3:51])[C:43]([N:45]1[CH2:50][CH2:49][NH:48][CH2:47][CH2:46]1)=[O:44]. The catalyst is ClCCl. The product is [C:43]([N:45]1[CH2:50][CH2:49][N:48]([C:7]([C:6]2[CH:5]=[CH:4][C:3]([CH:1]=[O:2])=[CH:11][CH:10]=2)=[O:9])[CH2:47][CH2:46]1)(=[O:44])[CH:42]([CH3:51])[CH3:41]. The yield is 0.700. (8) The reactants are [CH3:1][C:2]1[N:6]=[C:5]([C:7]2[C:8]([C:13]([OH:15])=O)=[N:9][CH:10]=[CH:11][CH:12]=2)[O:4][N:3]=1.[CH3:16][C:17]1[CH:22]=[C:21]([CH3:23])[N:20]=[C:19]([N:24]2[CH2:31][CH:30]3[CH:26]([CH2:27][NH:28][CH2:29]3)[CH2:25]2)[N:18]=1.CC(O)=O.CCN=C=NCCCN(C)C.Cl.C1C=CC2N(O)N=NC=2C=1. The catalyst is C(Cl)Cl. The product is [NH3:3].[CH3:16][C:17]1[CH:22]=[C:21]([CH3:23])[N:20]=[C:19]([N:24]2[CH2:31][CH:30]3[CH:26]([CH2:27][N:28]([C:13]([C:8]4[C:7]([C:5]5[O:4][N:3]=[C:2]([CH3:1])[N:6]=5)=[CH:12][CH:11]=[CH:10][N:9]=4)=[O:15])[CH2:29]3)[CH2:25]2)[N:18]=1. The yield is 0.0800.